This data is from Reaction yield outcomes from USPTO patents with 853,638 reactions. The task is: Predict the reaction yield, written as a fraction of the theoretical maximum amount of product (1.0 means a 100% yield; for example, 0.34 means a 34% yield). (1) The product is [Br:29][CH2:26][C:21]1[CH:22]=[CH:23][CH:24]=[CH:25][C:20]=1[CH2:19][O:18][Si:1]([C:14]([CH3:17])([CH3:16])[CH3:15])([C:8]1[CH:13]=[CH:12][CH:11]=[CH:10][CH:9]=1)[C:2]1[CH:7]=[CH:6][CH:5]=[CH:4][CH:3]=1. The catalyst is ClCCl.C(OCC)(=O)C. The reactants are [Si:1]([O:18][CH2:19][C:20]1[CH:25]=[CH:24][CH:23]=[CH:22][C:21]=1[CH2:26]O)([C:14]([CH3:17])([CH3:16])[CH3:15])([C:8]1[CH:13]=[CH:12][CH:11]=[CH:10][CH:9]=1)[C:2]1[CH:7]=[CH:6][CH:5]=[CH:4][CH:3]=1.C(Br)(Br)(Br)[Br:29].C1(P(C2C=CC=CC=2)C2C=CC=CC=2)C=CC=CC=1.CCCCCC. The yield is 0.890. (2) The reactants are S(C)C.CC(CC)=C.[CH2:9]([C:12]1([C:28]2[CH:33]=[CH:32][C:31]([F:34])=[CH:30][CH:29]=2)[O:17][C:16](=[O:18])[N:15]([CH2:19][C:20]2[CH:25]=[CH:24][C:23]([Cl:26])=[CH:22][C:21]=2[Cl:27])[CH2:14][CH2:13]1)[CH:10]=[CH2:11].[OH2:35]. The catalyst is C1COCC1. The product is [Cl:27][C:21]1[CH:22]=[C:23]([Cl:26])[CH:24]=[CH:25][C:20]=1[CH2:19][N:15]1[CH2:14][CH2:13][C:12]([C:28]2[CH:29]=[CH:30][C:31]([F:34])=[CH:32][CH:33]=2)([CH2:9][CH2:10][CH2:11][OH:35])[O:17][C:16]1=[O:18]. The yield is 0.390. (3) The reactants are [CH:1]12[O:6][CH:5]1[CH2:4][N:3]([C:7]([O:9][CH2:10][C:11]1[CH:16]=[CH:15][CH:14]=[CH:13][CH:12]=1)=[O:8])[CH2:2]2.[OH-].[Na+].[OH-].[NH4+:20]. No catalyst specified. The product is [NH2:20][C@H:1]1[C@H:5]([OH:6])[CH2:4][N:3]([C:7]([O:9][CH2:10][C:11]2[CH:16]=[CH:15][CH:14]=[CH:13][CH:12]=2)=[O:8])[CH2:2]1. The yield is 0.950. (4) The reactants are CO[C:3](=[O:18])[CH:4]([CH:12]1[CH2:17][CH2:16][CH2:15][CH2:14][CH2:13]1)[C:5]([C:7]1[O:8][CH:9]=[CH:10][CH:11]=1)=O.[CH3:19][O:20][C:21]([C:23]1[CH:27]=[C:26]([NH2:28])[NH:25][N:24]=1)=[O:22].O.C1(C)C=CC(S(O)(=O)=O)=CC=1. The catalyst is ClC1C=CC=CC=1. The product is [CH3:19][O:20][C:21]([C:23]1[CH:27]=[C:26]2[NH:28][C:5]([C:7]3[O:8][CH:9]=[CH:10][CH:11]=3)=[C:4]([CH:12]3[CH2:13][CH2:14][CH2:15][CH2:16][CH2:17]3)[C:3](=[O:18])[N:25]2[N:24]=1)=[O:22]. The yield is 0.320. (5) The reactants are [O:1]1[CH2:6][CH2:5][CH:4]([C:7]([C:9]2[S:13][C:12]([NH2:14])=[N:11][C:10]=2[C:15]2[O:16][CH:17]=[CH:18][CH:19]=2)=[O:8])[CH2:3][CH2:2]1.[CH3:20][N:21]([CH3:31])[C:22]1[CH:23]=[C:24]([CH:28]=[CH:29][CH:30]=1)[C:25](O)=[O:26].CCN=C=NCCCN(C)C.Cl.O.ON1C2C=CC=CC=2N=N1. The catalyst is CN(C=O)C.O. The product is [CH3:20][N:21]([CH3:31])[C:22]1[CH:23]=[C:24]([CH:28]=[CH:29][CH:30]=1)[C:25]([NH:14][C:12]1[S:13][C:9]([C:7]([CH:4]2[CH2:5][CH2:6][O:1][CH2:2][CH2:3]2)=[O:8])=[C:10]([C:15]2[O:16][CH:17]=[CH:18][CH:19]=2)[N:11]=1)=[O:26]. The yield is 0.410. (6) The reactants are [N+:1]([C:4]1[CH:9]=[CH:8][C:7]([C:10]2[S:14][C:13]([CH2:15]CNC(=O)OC(C)(C)C)=[N:12][CH:11]=2)=[CH:6][CH:5]=1)([O-:3])=[O:2].[N+](C1C=CC(C(=O)CNC(=O)C[NH:39][C:40](=[O:46])[O:41][C:42]([CH3:45])([CH3:44])[CH3:43])=CC=1)([O-])=O.COC1C=CC(P2(SP(C3C=CC(OC)=CC=3)(=S)S2)=S)=CC=1. No catalyst specified. The product is [C:42]([O:41][C:40](=[O:46])[NH:39][CH2:15][C:13]1[S:14][C:10]([C:7]2[CH:6]=[CH:5][C:4]([N+:1]([O-:3])=[O:2])=[CH:9][CH:8]=2)=[CH:11][N:12]=1)([CH3:45])([CH3:44])[CH3:43]. The yield is 0.610. (7) The reactants are [C:1](Cl)(=O)C.[OH:5][CH2:6][C:7]1[CH:12]=[CH:11][C:10]([CH2:13][C:14]([OH:16])=[O:15])=[CH:9][CH:8]=1. The catalyst is CO.[O-2].[O-2].[Mn+4]. The product is [CH:6]([C:7]1[CH:12]=[CH:11][C:10]([CH2:13][C:14]([O:16][CH3:1])=[O:15])=[CH:9][CH:8]=1)=[O:5]. The yield is 0.280.